Dataset: Catalyst prediction with 721,799 reactions and 888 catalyst types from USPTO. Task: Predict which catalyst facilitates the given reaction. (1) Reactant: [BH4-].[Na+].C[O:4][C:5]([C:7]1[S:8][C:9]2[CH2:10][N:11]([C:16](=[O:24])[C:17]3[CH:22]=[CH:21][CH:20]=[CH:19][C:18]=3[F:23])[CH2:12][CH2:13][C:14]=2[N:15]=1)=O. Product: [F:23][C:18]1[CH:19]=[CH:20][CH:21]=[CH:22][C:17]=1[C:16]([N:11]1[CH2:12][CH2:13][C:14]2[N:15]=[C:7]([CH2:5][OH:4])[S:8][C:9]=2[CH2:10]1)=[O:24]. The catalyst class is: 24. (2) Reactant: C[O:2][C:3](=O)[C:4]1[CH:9]=[CH:8][CH:7]=[C:6]([CH2:10][O:11][C:12]2[CH:17]=[CH:16][CH:15]=[C:14]([C:18]3[N:19]=[C:20]([CH:28]4[CH2:31][CH2:30][CH2:29]4)[N:21]4[CH:26]=[CH:25][N:24]=[C:23]([NH2:27])[C:22]=34)[CH:13]=2)[CH:5]=1.[NH3:33]. Product: [NH2:27][C:23]1[C:22]2[N:21]([C:20]([CH:28]3[CH2:31][CH2:30][CH2:29]3)=[N:19][C:18]=2[C:14]2[CH:13]=[C:12]([CH:17]=[CH:16][CH:15]=2)[O:11][CH2:10][C:6]2[CH:5]=[C:4]([CH:9]=[CH:8][CH:7]=2)[C:3]([NH2:33])=[O:2])[CH:26]=[CH:25][N:24]=1. The catalyst class is: 5. (3) Reactant: C([O:9][CH2:10][C:11]1[CH:16]=[C:15]([C@H:17]2[C@H:22]([O:23][CH2:24][C:25]3[CH:30]=[CH:29][CH:28]=[CH:27][CH:26]=3)[C@@H:21]([O:31][CH2:32][C:33]3[CH:38]=[CH:37][CH:36]=[CH:35][CH:34]=3)[C@H:20]([O:39][CH2:40][C:41]3[CH:46]=[CH:45][CH:44]=[CH:43][CH:42]=3)[C@@H:19]([CH2:47][O:48][CH2:49][C:50]3[CH:55]=[CH:54][CH:53]=[CH:52][CH:51]=3)[O:18]2)[CH:14]=[CH:13][C:12]=1[Cl:56])(=O)C1C=CC=CC=1. Product: [Cl:56][C:12]1[CH:13]=[CH:14][C:15]([C@H:17]2[C@H:22]([O:23][CH2:24][C:25]3[CH:26]=[CH:27][CH:28]=[CH:29][CH:30]=3)[C@@H:21]([O:31][CH2:32][C:33]3[CH:38]=[CH:37][CH:36]=[CH:35][CH:34]=3)[C@H:20]([O:39][CH2:40][C:41]3[CH:42]=[CH:43][CH:44]=[CH:45][CH:46]=3)[C@@H:19]([CH2:47][O:48][CH2:49][C:50]3[CH:51]=[CH:52][CH:53]=[CH:54][CH:55]=3)[O:18]2)=[CH:16][C:11]=1[CH2:10][OH:9]. The catalyst class is: 87. (4) Reactant: [CH3:1][C:2]1[CH:26]=[CH:25][CH:24]=[C:23]([CH3:27])[C:3]=1[CH2:4][NH:5][C:6]1[C:14]2[N:13]=[C:12]([CH3:15])[N:11]([O:16][CH3:17])[C:10]=2[CH:9]=[C:8]([C:18]([O:20]CC)=[O:19])[CH:7]=1.[OH-].[Na+].Cl. Product: [CH3:27][C:23]1[CH:24]=[CH:25][CH:26]=[C:2]([CH3:1])[C:3]=1[CH2:4][NH:5][C:6]1[C:14]2[N:13]=[C:12]([CH3:15])[N:11]([O:16][CH3:17])[C:10]=2[CH:9]=[C:8]([C:18]([OH:20])=[O:19])[CH:7]=1. The catalyst class is: 12.